From a dataset of Peptide-MHC class I binding affinity with 185,985 pairs from IEDB/IMGT. Regression. Given a peptide amino acid sequence and an MHC pseudo amino acid sequence, predict their binding affinity value. This is MHC class I binding data. (1) The binding affinity (normalized) is 0. The peptide sequence is VRQRVIPVY. The MHC is HLA-A02:01 with pseudo-sequence HLA-A02:01. (2) The peptide sequence is HTSSMRGVYY. The MHC is HLA-A24:02 with pseudo-sequence HLA-A24:02. The binding affinity (normalized) is 0.00609. (3) The peptide sequence is LPRVVGGKTV. The MHC is HLA-B54:01 with pseudo-sequence HLA-B54:01. The binding affinity (normalized) is 0.661. (4) The MHC is HLA-B18:01 with pseudo-sequence HLA-B18:01. The binding affinity (normalized) is 0.0847. The peptide sequence is QLDQRRALL. (5) The peptide sequence is FMYEGDTPL. The MHC is HLA-C14:02 with pseudo-sequence HLA-C14:02. The binding affinity (normalized) is 1.00. (6) The peptide sequence is ALCRWGLLL. The MHC is HLA-A02:06 with pseudo-sequence HLA-A02:06. The binding affinity (normalized) is 0.154.